Dataset: Forward reaction prediction with 1.9M reactions from USPTO patents (1976-2016). Task: Predict the product of the given reaction. Given the reactants C1(P(C2CCCCC2)C2C=CC=CC=2C2C=CC=CC=2N(C)C)CCCCC1.CC(C)([O-])C.[K+].Cl.[F:36][C:37]([F:49])([F:48])[C:38]1[CH:39]=[C:40]2[C:45](=[CH:46][CH:47]=1)[CH2:44][NH:43][CH2:42][CH2:41]2.Br[C:51]1[CH:56]=[C:55]([CH3:57])[C:54]([NH:58][C:59](=[O:65])[CH2:60][C:61]([CH3:64])([CH3:63])[CH3:62])=[C:53]([CH3:66])[CH:52]=1, predict the reaction product. The product is: [CH3:57][C:55]1[CH:56]=[C:51]([N:43]2[CH2:42][CH2:41][C:40]3[C:45](=[CH:46][CH:47]=[C:38]([C:37]([F:36])([F:48])[F:49])[CH:39]=3)[CH2:44]2)[CH:52]=[C:53]([CH3:66])[C:54]=1[NH:58][C:59](=[O:65])[CH2:60][C:61]([CH3:63])([CH3:62])[CH3:64].